Dataset: Forward reaction prediction with 1.9M reactions from USPTO patents (1976-2016). Task: Predict the product of the given reaction. (1) Given the reactants C([Li])CCC.Br[C:7]1[CH2:11][CH2:10][CH2:9][C:8]=1[C:12]1[CH:17]=[C:16]([Cl:18])[CH:15]=[CH:14][C:13]=1[O:19][CH2:20][C:21]1[CH:26]=[CH:25][CH:24]=[CH:23][CH:22]=1.[B:27](OC(C)C)([O:32]C(C)C)[O:28]C(C)C.Cl, predict the reaction product. The product is: [CH2:20]([O:19][C:13]1[CH:14]=[CH:15][C:16]([Cl:18])=[CH:17][C:12]=1[C:8]1[CH2:9][CH2:10][CH2:11][C:7]=1[B:27]([OH:32])[OH:28])[C:21]1[CH:26]=[CH:25][CH:24]=[CH:23][CH:22]=1. (2) Given the reactants [Br:1][C:2]1[S:3][CH:4]=[CH:5][C:6]=1[CH2:7][C:8]([O:10][CH3:11])=[O:9].[I:12][C:13]1[CH:21]=[CH:20][C:16]([C:17](Cl)=[O:18])=[CH:15][C:14]=1[N+:22]([O-:24])=[O:23].[Al+3].[Cl-].[Cl-].[Cl-], predict the reaction product. The product is: [Br:1][C:2]1[S:3][C:4]([C:17](=[O:18])[C:16]2[CH:20]=[CH:21][C:13]([I:12])=[C:14]([N+:22]([O-:24])=[O:23])[CH:15]=2)=[CH:5][C:6]=1[CH2:7][C:8]([O:10][CH3:11])=[O:9]. (3) The product is: [C:30]1([CH3:40])[CH:35]=[CH:34][CH:33]=[C:32]([S:36]([N:1]2[C:10]3[C:5](=[N:6][CH:7]=[C:8]([NH:11][C:12](=[O:18])[O:13][C:14]([CH3:17])([CH3:15])[CH3:16])[CH:9]=3)[CH2:4][C@@H:3]([NH:19][C:20](=[O:29])[O:21][CH2:22][C:23]3[CH:28]=[CH:27][CH:26]=[CH:25][CH:24]=3)[CH2:2]2)(=[O:38])=[O:37])[CH:31]=1. Given the reactants [NH:1]1[C:10]2[C:5](=[N:6][CH:7]=[C:8]([NH:11][C:12](=[O:18])[O:13][C:14]([CH3:17])([CH3:16])[CH3:15])[CH:9]=2)[CH2:4][C@@H:3]([NH:19][C:20](=[O:29])[O:21][CH2:22][C:23]2[CH:28]=[CH:27][CH:26]=[CH:25][CH:24]=2)[CH2:2]1.[C:30]1([CH3:40])[CH:35]=[CH:34][CH:33]=[C:32]([S:36](Cl)(=[O:38])=[O:37])[CH:31]=1, predict the reaction product. (4) Given the reactants [Cl:1][C:2]1[CH:3]=[C:4]([C:9]2[CH:14]=[CH:13][CH:12]=[CH:11][C:10]=2[NH2:15])[CH:5]=[CH:6][C:7]=1[Cl:8].O=C1N(P(Cl)(N2CCOC2=O)=O)CCO1.[F:31][C:32]([F:43])([F:42])[C:33]1[N:41]=[CH:40][CH:39]=[CH:38][C:34]=1[C:35](O)=[O:36].C(N(CC)CC)C, predict the reaction product. The product is: [Cl:1][C:2]1[CH:3]=[C:4]([C:9]2[CH:14]=[CH:13][CH:12]=[CH:11][C:10]=2[NH:15][C:35](=[O:36])[C:34]2[CH:38]=[CH:39][CH:40]=[N:41][C:33]=2[C:32]([F:43])([F:31])[F:42])[CH:5]=[CH:6][C:7]=1[Cl:8]. (5) Given the reactants [NH2:1][C:2]1[CH:7]=[CH:6][C:5](B(O)O)=[CH:4][C:3]=1[N+:11]([O-])=O.Cl[C:15](Cl)([O:17]C(=O)OC(Cl)(Cl)Cl)Cl.[CH2:26]([N:33]1[CH2:38][CH2:37][CH:36]([N:39]2[C:43]3=[N:44][C:45](Cl)=[N:46][C:47]([N:48]4[CH2:53][CH2:52][O:51][CH2:50][CH2:49]4)=[C:42]3[CH:41]=[N:40]2)[CH2:35][CH2:34]1)[C:27]1[CH:32]=[CH:31][CH:30]=[CH:29][CH:28]=1.C([O-])([O-])=O.[Na+].[Na+], predict the reaction product. The product is: [CH2:26]([N:33]1[CH2:38][CH2:37][CH:36]([N:39]2[C:43]3=[N:44][C:45]([C:5]4[CH:6]=[CH:7][C:2]5[NH:1][C:15](=[O:17])[NH:11][C:3]=5[CH:4]=4)=[N:46][C:47]([N:48]4[CH2:53][CH2:52][O:51][CH2:50][CH2:49]4)=[C:42]3[CH:41]=[N:40]2)[CH2:35][CH2:34]1)[C:27]1[CH:32]=[CH:31][CH:30]=[CH:29][CH:28]=1.